Dataset: Catalyst prediction with 721,799 reactions and 888 catalyst types from USPTO. Task: Predict which catalyst facilitates the given reaction. Reactant: [NH2:1][C@H:2]1[CH2:6][C@@H:5]([N:7]2[CH:15]=[N:14][C:13]3[C:8]2=[N:9][C:10]([Cl:25])=[N:11][C:12]=3[NH:16][CH2:17][C:18]2[CH:23]=[CH:22][CH:21]=[C:20]([I:24])[CH:19]=2)[C@H:4]([OH:26])[C@@H:3]1[OH:27].C(N(CC)CC)C.[C:35](Cl)(=[O:37])[CH3:36].CO. Product: [Cl:25][C:10]1[N:9]=[C:8]2[C:13]([N:14]=[CH:15][N:7]2[C@@H:5]2[CH2:6][C@H:2]([NH:1][C:35](=[O:37])[CH3:36])[C@@H:3]([OH:27])[C@H:4]2[OH:26])=[C:12]([NH:16][CH2:17][C:18]2[CH:23]=[CH:22][CH:21]=[C:20]([I:24])[CH:19]=2)[N:11]=1. The catalyst class is: 4.